Dataset: Full USPTO retrosynthesis dataset with 1.9M reactions from patents (1976-2016). Task: Predict the reactants needed to synthesize the given product. Given the product [F:1][C:2]1[C:3]([CH3:18])=[C:4]([NH:11][C:12]2[CH:17]=[CH:16][CH:15]=[CH:14][N:13]=2)[C:5]([NH2:8])=[CH:6][CH:7]=1, predict the reactants needed to synthesize it. The reactants are: [F:1][C:2]1[C:3]([CH3:18])=[C:4]([NH:11][C:12]2[CH:17]=[CH:16][CH:15]=[CH:14][N:13]=2)[C:5]([N+:8]([O-])=O)=[CH:6][CH:7]=1.